Task: Predict the reaction yield, written as a fraction of the theoretical maximum amount of product (1.0 means a 100% yield; for example, 0.34 means a 34% yield).. Dataset: Reaction yield outcomes from USPTO patents with 853,638 reactions The reactants are [CH3:1][O:2][C:3](=[O:20])[C@H:4]([CH2:18][OH:19])[NH:5][C:6](=[O:17])[C:7]1[CH:12]=[CH:11][C:10]([N+:13]([O-])=O)=[C:9]([CH3:16])[CH:8]=1.[H][H].C(=O)(O)[O-].[Na+].Cl[C:29]([O:31][CH2:32][C:33]1[CH:38]=[CH:37][CH:36]=[CH:35][CH:34]=1)=[O:30]. The catalyst is C(O)C.[Pd].C1COCC1.O. The product is [CH3:1][O:2][C:3](=[O:20])[C@H:4]([CH2:18][OH:19])[NH:5][C:6](=[O:17])[C:7]1[CH:12]=[CH:11][C:10]([NH:13][C:29]([O:31][CH2:32][C:33]2[CH:38]=[CH:37][CH:36]=[CH:35][CH:34]=2)=[O:30])=[C:9]([CH3:16])[CH:8]=1. The yield is 0.550.